Dataset: Full USPTO retrosynthesis dataset with 1.9M reactions from patents (1976-2016). Task: Predict the reactants needed to synthesize the given product. (1) Given the product [C:1]([C:5]1[CH:6]=[C:7]([N+:17]([O-:19])=[O:18])[C:8]([O:15][CH3:16])=[C:9]([C:10]2[O:11][CH:20]=[N:13][N:12]=2)[CH:14]=1)([CH3:4])([CH3:2])[CH3:3], predict the reactants needed to synthesize it. The reactants are: [C:1]([C:5]1[CH:6]=[C:7]([N+:17]([O-:19])=[O:18])[C:8]([O:15][CH3:16])=[C:9]([CH:14]=1)[C:10]([NH:12][NH2:13])=[O:11])([CH3:4])([CH3:3])[CH3:2].[CH:20](OCC)(OCC)OCC. (2) Given the product [OH:1][C:2]([C:38]1[S:39][CH:40]=[CH:41][CH:42]=1)([C:43]1[S:44][CH:45]=[CH:46][CH:47]=1)[C:3]([O:5][C@H:6]1[CH2:7][CH2:8][C@H:9]([N:12]([CH2:14][CH2:15][O:16][C:17]([NH:19][C:20]2[CH:25]=[C:24]([O:26][CH3:27])[C:23]([CH2:28][OH:29])=[CH:22][C:21]=2[Cl:37])=[O:18])[CH3:13])[CH2:10][CH2:11]1)=[O:4], predict the reactants needed to synthesize it. The reactants are: [OH:1][C:2]([C:43]1[S:44][CH:45]=[CH:46][CH:47]=1)([C:38]1[S:39][CH:40]=[CH:41][CH:42]=1)[C:3]([O:5][C@H:6]1[CH2:11][CH2:10][C@H:9]([N:12]([CH2:14][CH2:15][O:16][C:17]([NH:19][C:20]2[CH:25]=[C:24]([O:26][CH3:27])[C:23]([CH2:28][O:29][Si](C(C)(C)C)(C)C)=[CH:22][C:21]=2[Cl:37])=[O:18])[CH3:13])[CH2:8][CH2:7]1)=[O:4].Cl.C(=O)([O-])O.[Na+]. (3) Given the product [Cl:13][C:9]1[N:10]=[C:5]2[CH:4]=[CH:3][C:2]([I:1])=[N:7][N:6]2[C:8]=1[CH3:12], predict the reactants needed to synthesize it. The reactants are: [I:1][C:2]1[CH:3]=[CH:4][C:5]2[N:6]([C:8]([CH3:12])=[C:9](N)[N:10]=2)[N:7]=1.[ClH:13].N([O-])=O.[Na+].